This data is from Peptide-MHC class II binding affinity with 134,281 pairs from IEDB. The task is: Regression. Given a peptide amino acid sequence and an MHC pseudo amino acid sequence, predict their binding affinity value. This is MHC class II binding data. (1) The peptide sequence is SVYLSDNGVMSEQGS. The MHC is DRB1_0701 with pseudo-sequence DRB1_0701. The binding affinity (normalized) is 0.221. (2) The peptide sequence is KKEGNTSLLWNGPMAVS. The MHC is DRB1_0901 with pseudo-sequence DRB1_0901. The binding affinity (normalized) is 0.524. (3) The peptide sequence is NMEVRGGMVAPLYGV. The MHC is HLA-DQA10501-DQB10402 with pseudo-sequence HLA-DQA10501-DQB10402. The binding affinity (normalized) is 0.596. (4) The peptide sequence is FEIKCTKPEACSGEP. The MHC is DRB1_0101 with pseudo-sequence DRB1_0101. The binding affinity (normalized) is 0.104. (5) The peptide sequence is GEPKGAAESSSKAAL. The MHC is DRB1_0901 with pseudo-sequence DRB1_0901. The binding affinity (normalized) is 0.300. (6) The peptide sequence is REALAQTHSAIAVII. The MHC is DRB1_0405 with pseudo-sequence DRB1_0405. The binding affinity (normalized) is 0.365. (7) The peptide sequence is GWFSYRMGDVVCNAA. The MHC is DRB1_0101 with pseudo-sequence DRB1_0101. The binding affinity (normalized) is 0.309. (8) The peptide sequence is AFKVAATAKNAAPAN. The MHC is DRB1_0401 with pseudo-sequence DRB1_0401. The binding affinity (normalized) is 0.298.